Predict which catalyst facilitates the given reaction. From a dataset of Catalyst prediction with 721,799 reactions and 888 catalyst types from USPTO. Reactant: [NH2:1][CH:2]([C:4]([OH:6])=[O:5])[CH3:3].[C:7](Cl)(=[O:11])[CH2:8][CH2:9][CH3:10].C(OCCCC)(=O)C.Cl. Product: [C:7]([NH:1][CH:2]([CH3:3])[C:4]([OH:6])=[O:5])(=[O:11])[CH2:8][CH2:9][CH3:10]. The catalyst class is: 74.